The task is: Predict the product of the given reaction.. This data is from Forward reaction prediction with 1.9M reactions from USPTO patents (1976-2016). (1) Given the reactants [Br:1][C:2]1[CH:3]=[C:4]2[C:9](=[CH:10][CH:11]=1)[N:8]=[CH:7][CH:6]=[C:5]2[CH2:12][C:13]([C:15]1[CH:20]=[CH:19][CH:18]=[C:17]([CH3:21])[N:16]=1)=O.Cl.[NH2:23][N:24]1[CH2:28][CH2:27][CH2:26][C:25]1=[O:29], predict the reaction product. The product is: [Br:1][C:2]1[CH:3]=[C:4]2[C:9](=[CH:10][CH:11]=1)[N:8]=[CH:7][CH:6]=[C:5]2[CH2:12][C:13](=[N:23][N:24]1[CH2:28][CH2:27][CH2:26][C:25]1=[O:29])[C:15]1[CH:20]=[CH:19][CH:18]=[C:17]([CH3:21])[N:16]=1. (2) Given the reactants [Cl:1][C:2]1[CH:7]=[CH:6][C:5]([CH2:8][C:9](=O)[CH2:10][C:11]#[N:12])=[CH:4][CH:3]=1.[CH3:14][NH:15][NH2:16], predict the reaction product. The product is: [Cl:1][C:2]1[CH:7]=[CH:6][C:5]([CH2:8][C:9]2[CH:10]=[C:11]([NH2:12])[N:15]([CH3:14])[N:16]=2)=[CH:4][CH:3]=1.